This data is from Catalyst prediction with 721,799 reactions and 888 catalyst types from USPTO. The task is: Predict which catalyst facilitates the given reaction. (1) Reactant: [CH3:1][C:2]1[C:10]([CH2:11][O:12][Si](C(C)(C)C)(C)C)=[N:9][C:8]([N:20]([CH2:26][O:27][CH3:28])[C:21]2[S:22][CH:23]=[CH:24][N:25]=2)=[CH:7][C:3]=1[C:4]([OH:6])=[O:5].C(Cl)(Cl)Cl.FC(F)(F)C(O)=O. Product: [CH3:1][C:2]1[C:10]([CH2:11][OH:12])=[N:9][C:8]([N:20]([CH2:26][O:27][CH3:28])[C:21]2[S:22][CH:23]=[CH:24][N:25]=2)=[CH:7][C:3]=1[C:4]([OH:6])=[O:5]. The catalyst class is: 5. (2) Reactant: C([O:5][C:6](=O)[CH2:7][CH:8]1[C:17]2[C:12](=[C:13]([CH3:20])[C:14]([C:18]#[N:19])=[CH:15][CH:16]=2)[CH2:11][CH2:10][N:9]1[C:21]([O:23][C:24]([CH3:27])([CH3:26])[CH3:25])=[O:22])CCC.[BH4-].[Li+]. The catalyst class is: 621. Product: [C:18]([C:14]1[C:13]([CH3:20])=[C:12]2[C:17](=[CH:16][CH:15]=1)[CH:8]([CH2:7][CH2:6][OH:5])[N:9]([C:21]([O:23][C:24]([CH3:26])([CH3:25])[CH3:27])=[O:22])[CH2:10][CH2:11]2)#[N:19].